This data is from Peptide-MHC class I binding affinity with 185,985 pairs from IEDB/IMGT. The task is: Regression. Given a peptide amino acid sequence and an MHC pseudo amino acid sequence, predict their binding affinity value. This is MHC class I binding data. (1) The MHC is HLA-A23:01 with pseudo-sequence HLA-A23:01. The peptide sequence is LDEWSVATFY. The binding affinity (normalized) is 0.00399. (2) The peptide sequence is RVKQWVMDT. The MHC is HLA-A02:06 with pseudo-sequence HLA-A02:06. The binding affinity (normalized) is 0.121. (3) The peptide sequence is LQPSDTLLF. The MHC is HLA-B51:01 with pseudo-sequence HLA-B51:01. The binding affinity (normalized) is 0.0847. (4) The peptide sequence is YQVPFVQAF. The MHC is HLA-B39:01 with pseudo-sequence HLA-B39:01. The binding affinity (normalized) is 0.213. (5) The peptide sequence is FSDARLAKL. The MHC is HLA-A01:01 with pseudo-sequence HLA-A01:01. The binding affinity (normalized) is 0.178. (6) The peptide sequence is NLEDPASRDL. The MHC is Patr-A0701 with pseudo-sequence Patr-A0701. The binding affinity (normalized) is 0.0201. (7) The peptide sequence is VVRDFENYVK. The MHC is HLA-A68:01 with pseudo-sequence HLA-A68:01. The binding affinity (normalized) is 0.606. (8) The peptide sequence is KRWIIMGLNK. The MHC is HLA-A02:03 with pseudo-sequence HLA-A02:03. The binding affinity (normalized) is 0. (9) The peptide sequence is KLGEGFKSL. The MHC is HLA-B51:01 with pseudo-sequence HLA-B51:01. The binding affinity (normalized) is 0.0847. (10) The peptide sequence is KSVTKSSSWK. The MHC is HLA-A33:01 with pseudo-sequence HLA-A33:01. The binding affinity (normalized) is 0.